From a dataset of TCR-epitope binding with 47,182 pairs between 192 epitopes and 23,139 TCRs. Binary Classification. Given a T-cell receptor sequence (or CDR3 region) and an epitope sequence, predict whether binding occurs between them. The epitope is FLKEKGGL. The TCR CDR3 sequence is CASSVLAGLGNEQFF. Result: 1 (the TCR binds to the epitope).